This data is from Forward reaction prediction with 1.9M reactions from USPTO patents (1976-2016). The task is: Predict the product of the given reaction. (1) Given the reactants [OH:1][CH:2]1[CH2:7][CH2:6][N:5]([C:8](=[O:19])[CH2:9][NH:10][C:11]2[C:12](=[O:18])[N:13]([CH3:17])[N:14]=[CH:15][CH:16]=2)[CH2:4][CH2:3]1.[F:20][C:21]1[CH:22]=[CH:23][C:24]([CH3:28])=[C:25](O)[CH:26]=1, predict the reaction product. The product is: [F:20][C:21]1[CH:26]=[CH:25][C:24]([CH3:28])=[C:23]([CH:22]=1)[O:1][CH:2]1[CH2:3][CH2:4][N:5]([C:8](=[O:19])[CH2:9][NH:10][C:11]2[C:12](=[O:18])[N:13]([CH3:17])[N:14]=[CH:15][CH:16]=2)[CH2:6][CH2:7]1. (2) Given the reactants [NH2:1][C:2]1[C:7]2=[C:8]([C:24]3[CH:25]=[CH:26][C:27]4[C:31]([CH:32]=3)=[N:30][N:29]([CH2:33][C:34]3[CH:39]=[CH:38][CH:37]=[CH:36][CH:35]=3)[CH:28]=4)[CH:9]=[C:10]([C:11]3[CH2:12][CH2:13][N:14](C(OC(C)(C)C)=O)[CH2:15][CH:16]=3)[N:6]2[N:5]=[CH:4][N:3]=1.Cl, predict the reaction product. The product is: [CH2:33]([N:29]1[CH:28]=[C:27]2[C:31]([CH:32]=[C:24]([C:8]3[CH:9]=[C:10]([C:11]4[CH2:12][CH2:13][NH:14][CH2:15][CH:16]=4)[N:6]4[C:7]=3[C:2]([NH2:1])=[N:3][CH:4]=[N:5]4)[CH:25]=[CH:26]2)=[N:30]1)[C:34]1[CH:35]=[CH:36][CH:37]=[CH:38][CH:39]=1.